Dataset: P-glycoprotein inhibition data for predicting drug efflux from Broccatelli et al.. Task: Regression/Classification. Given a drug SMILES string, predict its absorption, distribution, metabolism, or excretion properties. Task type varies by dataset: regression for continuous measurements (e.g., permeability, clearance, half-life) or binary classification for categorical outcomes (e.g., BBB penetration, CYP inhibition). Dataset: pgp_broccatelli. The compound is CCOCCOC(=O)c1ccc(N)cc1. The result is 0 (non-inhibitor).